From a dataset of Forward reaction prediction with 1.9M reactions from USPTO patents (1976-2016). Predict the product of the given reaction. (1) The product is: [CH3:24][C:5]1([CH2:6][CH2:7][C:8]2[S:9][CH:10]=[C:11]([C:13]#[C:14][CH2:15][CH2:16][CH2:17][C:18]3[CH:19]=[CH:20][CH:21]=[CH:22][CH:23]=3)[CH:12]=2)[CH2:29][O:28][C:26](=[O:27])[NH:25]1. Given the reactants C(OC(=O)[C:5]([NH:25][C:26]([O:28][CH3:29])=[O:27])([CH3:24])[CH2:6][CH2:7][C:8]1[S:9][CH:10]=[C:11]([C:13]#[C:14][CH2:15][CH2:16][CH2:17][C:18]2[CH:23]=[CH:22][CH:21]=[CH:20][CH:19]=2)[CH:12]=1)C.[Cl-].[Li+].[BH4-].[Na+].Cl, predict the reaction product. (2) Given the reactants Br[C:2]1[CH:3]=[CH:4][C:5]([C:8]2[CH:13]=[CH:12][C:11](Br)=[CH:10][N:9]=2)=[N:6][CH:7]=1.N([CH:19]([CH3:21])C)C(C)C.[CH3:22][Si:23]([C:26]#[CH:27])([CH3:25])[CH3:24], predict the reaction product. The product is: [CH3:22][Si:23]([C:26]#[C:27][C:2]1[CH:3]=[CH:4][C:5]([C:8]2[CH:13]=[CH:12][C:11]([C:21]#[C:19][Si:23]([CH3:25])([CH3:24])[CH3:22])=[CH:10][N:9]=2)=[N:6][CH:7]=1)([CH3:25])[CH3:24].